Dataset: Forward reaction prediction with 1.9M reactions from USPTO patents (1976-2016). Task: Predict the product of the given reaction. (1) Given the reactants [C:1]1([S:7]([CH2:9]P(=O)(OCC)OCC)=[O:8])[CH:6]=[CH:5][CH:4]=[CH:3][CH:2]=1.CC(C)([O-])C.[K+].[Cl:24][C:25]1[CH:26]=[C:27]([C:32](=O)[C:33]([F:36])([F:35])[F:34])[CH:28]=[C:29]([Cl:31])[CH:30]=1, predict the reaction product. The product is: [C:1]1([S:7]([CH:9]=[C:32]([C:27]2[CH:28]=[C:29]([Cl:31])[CH:30]=[C:25]([Cl:24])[CH:26]=2)[C:33]([F:36])([F:35])[F:34])=[O:8])[CH:2]=[CH:3][CH:4]=[CH:5][CH:6]=1. (2) Given the reactants [F:1][C:2]([F:21])([F:20])[C:3]1[CH:4]=[CH:5][CH:6]=[C:7]2[C:12]=1[N:11]=[C:10]([C:13]1[CH:14]=[C:15]([OH:19])[CH:16]=[CH:17][CH:18]=1)[CH:9]=[N:8]2.F[C:23]1[CH:28]=[CH:27][CH:26]=[C:25]([S:29]([CH2:32][CH:33]([CH3:35])[CH3:34])(=[O:31])=[O:30])[CH:24]=1.FC1C=CC=C(S(C)(=O)=O)C=1, predict the reaction product. The product is: [CH2:32]([S:29]([C:25]1[CH:24]=[C:23]([CH:28]=[CH:27][CH:26]=1)[O:19][C:15]1[CH:14]=[C:13]([C:10]2[CH:9]=[N:8][C:7]3[C:12](=[C:3]([C:2]([F:1])([F:20])[F:21])[CH:4]=[CH:5][CH:6]=3)[N:11]=2)[CH:18]=[CH:17][CH:16]=1)(=[O:30])=[O:31])[CH:33]([CH3:35])[CH3:34]. (3) Given the reactants [CH3:1][N:2]([CH2:4][CH2:5][OH:6])[CH3:3].[C:7]1([CH3:17])[CH:12]=[CH:11][C:10]([S:13](Cl)(=[O:15])=[O:14])=[CH:9][CH:8]=1.CCOCC, predict the reaction product. The product is: [CH3:17][C:7]1[CH:12]=[CH:11][C:10]([S:13]([O:6][CH2:5][CH2:4][N:2]([CH3:3])[CH3:1])(=[O:15])=[O:14])=[CH:9][CH:8]=1. (4) Given the reactants COC(=O)C[C:5]1[CH:10]=[CH:9][C:8]([CH:11]2[CH2:13][CH2:12]2)=[C:7]([OH:14])[CH:6]=1.[CH3:16][O:17][C:18](=[O:28])[CH2:19]C1C=CC(Br)=C(O)C=1, predict the reaction product. The product is: [CH3:16][O:17][C:18](=[O:28])[CH2:19][C:9]1[CH:10]=[CH:5][CH:6]=[C:7]([OH:14])[C:8]=1[CH:11]1[CH2:12][CH2:13]1. (5) Given the reactants [OH:1][C:2]1[CH:3]=[C:4]([O:21][C:22]([F:25])([F:24])[F:23])[CH:5]=[C:6]2[C:11]=1[O:10][CH:9]([C:12]([F:15])([F:14])[F:13])[C:8]([C:16]([O:18][CH2:19][CH3:20])=[O:17])=[CH:7]2.IC.[C:28]([O-])([O-])=O.[K+].[K+], predict the reaction product. The product is: [CH3:28][O:1][C:2]1[CH:3]=[C:4]([O:21][C:22]([F:25])([F:23])[F:24])[CH:5]=[C:6]2[C:11]=1[O:10][CH:9]([C:12]([F:13])([F:14])[F:15])[C:8]([C:16]([O:18][CH2:19][CH3:20])=[O:17])=[CH:7]2. (6) Given the reactants C(OC(=O)COC1C=CC(Cl)=CC=1C#CC1C=CC=C(S(CCC)(=O)=O)C=1)(C)(C)C.[C:31]([O:35][C:36](=[O:48])[CH2:37][O:38][C:39]1[CH:44]=[CH:43][C:42]([Cl:45])=[CH:41][C:40]=1[C:46]#[CH:47])([CH3:34])([CH3:33])[CH3:32].Br[C:50]1[CH:51]=[C:52]([N:57]([CH3:62])[S:58]([CH3:61])(=[O:60])=[O:59])[CH:53]=[CH:54][C:55]=1[CH3:56], predict the reaction product. The product is: [C:31]([O:35][C:36](=[O:48])[CH2:37][O:38][C:39]1[CH:44]=[CH:43][C:42]([Cl:45])=[CH:41][C:40]=1[C:46]#[C:47][C:50]1[CH:51]=[C:52]([N:57]([CH3:62])[S:58]([CH3:61])(=[O:60])=[O:59])[CH:53]=[CH:54][C:55]=1[CH3:56])([CH3:34])([CH3:33])[CH3:32]. (7) Given the reactants C[Si](C)(C)[N-][Si](C)(C)C.[Li+].C1COCC1.[I-].[CH:17]1([CH2:22][P+](C2C=CC=CC=2)(C2C=CC=CC=2)C2C=CC=CC=2)[CH2:21][CH2:20][CH2:19][CH2:18]1.[CH2:42]([O:44][C:45](=[O:58])[C:46]([C:48]1[CH:53]=[CH:52][C:51]([S:54][CH:55]2[CH2:57][CH2:56]2)=[CH:50][CH:49]=1)=O)[CH3:43].Cl, predict the reaction product. The product is: [CH:17]1([CH:22]=[C:46]([C:48]2[CH:53]=[CH:52][C:51]([S:54][CH:55]3[CH2:57][CH2:56]3)=[CH:50][CH:49]=2)[C:45]([O:44][CH2:42][CH3:43])=[O:58])[CH2:21][CH2:20][CH2:19][CH2:18]1.